From a dataset of Full USPTO retrosynthesis dataset with 1.9M reactions from patents (1976-2016). Predict the reactants needed to synthesize the given product. (1) Given the product [CH3:2][O:3][CH2:4][O:5][C:6]1[CH:7]=[C:8]([CH:9]=[CH:36][C:38]2[CH:43]=[CH:42][N:41]=[CH:40][CH:39]=2)[CH:29]=[CH:30][C:31]=1[O:32][CH2:33][O:34][CH3:35], predict the reactants needed to synthesize it. The reactants are: [Br-].[CH3:2][O:3][CH2:4][O:5][C:6]1[CH:7]=[C:8]([CH:29]=[CH:30][C:31]=1[O:32][CH2:33][O:34][CH3:35])[CH2:9][P+](C1C=CC=CC=1)(C1C=CC=CC=1)C1C=CC=CC=1.[CH:36]([C:38]1[CH:43]=[CH:42][N:41]=[CH:40][CH:39]=1)=O.[O-]CC.[Li+]. (2) Given the product [NH2:14][CH:15]([C:16]1[CH:21]=[CH:20][C:19]([O:22][CH3:23])=[CH:18][CH:17]=1)[CH:24]1[CH2:29][CH2:28][CH:27]([OH:30])[CH2:26][CH2:25]1, predict the reactants needed to synthesize it. The reactants are: FC(F)(F)C(O)=O.C(OC(=O)[NH:14][CH:15]([CH:24]1[CH2:29][CH2:28][CH:27]([OH:30])[CH2:26][CH2:25]1)[C:16]1[CH:21]=[CH:20][C:19]([O:22][CH3:23])=[CH:18][CH:17]=1)(C)(C)C.Cl.O. (3) Given the product [Br:1][C:2]1[CH:11]=[CH:10][C:5]([C:6]([OH:8])=[O:7])=[C:4]([O:12][C:13]([F:14])([F:15])[F:16])[CH:3]=1, predict the reactants needed to synthesize it. The reactants are: [Br:1][C:2]1[CH:11]=[CH:10][C:5]([C:6]([O:8]C)=[O:7])=[C:4]([O:12][C:13]([F:16])([F:15])[F:14])[CH:3]=1.Cl. (4) Given the product [F:17][C:14]1[CH:15]=[CH:16][C:11]([C@H:8]2[N:7]([S:18]([C:21]3[CH:22]=[CH:23][C:24]([CH3:27])=[CH:25][CH:26]=3)(=[O:19])=[O:20])[C@@H:6]([CH2:5][CH2:4][CH2:3][CH2:2][N:31]3[CH:32]=[N:28][CH:33]=[N:30]3)[CH2:10][CH2:9]2)=[CH:12][CH:13]=1, predict the reactants needed to synthesize it. The reactants are: Cl[CH2:2][CH2:3][CH2:4][CH2:5][C@H:6]1[CH2:10][CH2:9][C@@H:8]([C:11]2[CH:16]=[CH:15][C:14]([F:17])=[CH:13][CH:12]=2)[N:7]1[S:18]([C:21]1[CH:26]=[CH:25][C:24]([CH3:27])=[CH:23][CH:22]=1)(=[O:20])=[O:19].[NH:28]1[CH:32]=[N:31][N:30]=N1.[CH:33](Cl)(Cl)Cl. (5) Given the product [CH3:1][O:2][C:3]1[CH:4]=[C:5]([NH:16][C:17]2[N:22]=[C:21]([CH:23]=[O:24])[CH:20]=[C:19]([CH2:28][O:29][CH2:30][C:31]([F:34])([F:33])[F:32])[N:18]=2)[CH:6]=[CH:7][C:8]=1[C:9]1[CH:14]=[C:13]([CH3:15])[N:12]=[N:11][CH:10]=1, predict the reactants needed to synthesize it. The reactants are: [CH3:1][O:2][C:3]1[CH:4]=[C:5]([NH:16][C:17]2[N:22]=[C:21]([C:23](OCC)=[O:24])[CH:20]=[C:19]([CH2:28][O:29][CH2:30][C:31]([F:34])([F:33])[F:32])[N:18]=2)[CH:6]=[CH:7][C:8]=1[C:9]1[CH:14]=[C:13]([CH3:15])[N:12]=[N:11][CH:10]=1.[H-].C([Al+]CC(C)C)C(C)C.CO.O.